Dataset: Full USPTO retrosynthesis dataset with 1.9M reactions from patents (1976-2016). Task: Predict the reactants needed to synthesize the given product. (1) Given the product [Cl:2][C:3]1[CH:4]=[C:5]([N:11]([C:12]2[C:21]3[C:16](=[CH:17][CH:18]=[CH:19][CH:20]=3)[N:15]=[C:14]([CH2:22][Cl:23])[N:13]=2)[CH3:25])[CH:6]=[CH:7][C:8]=1[O:9][CH3:10], predict the reactants needed to synthesize it. The reactants are: Cl.[Cl:2][C:3]1[CH:4]=[C:5]([NH:11][C:12]2[C:21]3[C:16](=[CH:17][CH:18]=[CH:19][CH:20]=3)[N:15]=[C:14]([CH2:22][Cl:23])[N:13]=2)[CH:6]=[CH:7][C:8]=1[O:9][CH3:10].Cl[C:25]1C2C(=CC=CC=2)N=C(CCl)N=1.ClC1C=C(N)C=CC=1OC.Cl.ClCC1N=C(N(C2C=CC(OC)=CC=2)C)C2C(=CC=CC=2)N=1. (2) Given the product [CH2:1]([NH:3][C:4]([C:6]1[CH:7]=[C:8]([CH:13]=[CH:14][N:15]=1)[C:9]([OH:11])=[O:10])=[O:5])[CH3:2], predict the reactants needed to synthesize it. The reactants are: [CH2:1]([NH:3][C:4]([C:6]1[CH:7]=[C:8]([CH:13]=[CH:14][N:15]=1)[C:9]([O:11]C)=[O:10])=[O:5])[CH3:2].[OH-].[Na+].Cl.